Predict the product of the given reaction. From a dataset of Forward reaction prediction with 1.9M reactions from USPTO patents (1976-2016). (1) Given the reactants C([O:4][CH2:5][CH2:6][N:7]([CH3:44])[C:8]([C:10]1([CH2:39][CH2:40][CH:41]([CH3:43])[CH3:42])[C:19]2[C:14](=[CH:15][CH:16]=[CH:17][CH:18]=2)[C:13](=[O:20])[CH:12]([C:21]2[NH:26][C:25]3[CH:27]=[CH:28][C:29]([NH:31][S:32]([CH3:35])(=[O:34])=[O:33])=[CH:30][C:24]=3[S:23](=[O:37])(=[O:36])[N:22]=2)[C:11]1=[O:38])=[O:9])(=O)C.C(OC[C@H]1CCCN1C([C@@]1(CCC(C)C)C2C(=CC=CC=2)C(O)=C(C2NC3C=CC(NS(C)(=O)=O)=CC=3S(=O)(=O)N=2)C1=O)=O)(=O)C, predict the reaction product. The product is: [OH:4][CH2:5][CH2:6][N:7]([CH3:44])[C:8]([C:10]1([CH2:39][CH2:40][CH:41]([CH3:42])[CH3:43])[C:19]2[C:14](=[CH:15][CH:16]=[CH:17][CH:18]=2)[C:13](=[O:20])[CH:12]([C:21]2[NH:26][C:25]3[CH:27]=[CH:28][C:29]([NH:31][S:32]([CH3:35])(=[O:33])=[O:34])=[CH:30][C:24]=3[S:23](=[O:36])(=[O:37])[N:22]=2)[C:11]1=[O:38])=[O:9]. (2) Given the reactants [N:1]([CH:4]([C:7]1[N:8]=[C:9]2[CH:23]=[CH:22][CH:21]=[C:20]([CH3:24])[N:10]2[C:11](=[O:19])[C:12]=1[C:13]1[CH:18]=[CH:17][CH:16]=[CH:15][CH:14]=1)[CH2:5][CH3:6])=[N+]=[N-].CP(C)C.C(Cl)Cl, predict the reaction product. The product is: [NH2:1][CH:4]([C:7]1[N:8]=[C:9]2[CH:23]=[CH:22][CH:21]=[C:20]([CH3:24])[N:10]2[C:11](=[O:19])[C:12]=1[C:13]1[CH:14]=[CH:15][CH:16]=[CH:17][CH:18]=1)[CH2:5][CH3:6]. (3) Given the reactants Br[CH2:2][C:3]1[CH:4]=[C:5]([C:11]2[CH2:15][C:14]([C:20]3[CH:25]=[C:24]([Cl:26])[CH:23]=[C:22]([Cl:27])[CH:21]=3)([C:16]([F:19])([F:18])[F:17])[O:13][N:12]=2)[CH:6]=[CH:7][C:8]=1[CH2:9]Br.[C:28]([NH2:31])(=[O:30])[CH3:29].[H-].[Na+], predict the reaction product. The product is: [Cl:26][C:24]1[CH:25]=[C:20]([C:14]2([C:16]([F:17])([F:19])[F:18])[O:13][N:12]=[C:11]([C:5]3[CH:4]=[C:3]4[C:8](=[CH:7][CH:6]=3)[CH2:9][N:31]([C:28](=[O:30])[CH3:29])[CH2:2]4)[CH2:15]2)[CH:21]=[C:22]([Cl:27])[CH:23]=1.